From a dataset of TCR-epitope binding with 47,182 pairs between 192 epitopes and 23,139 TCRs. Binary Classification. Given a T-cell receptor sequence (or CDR3 region) and an epitope sequence, predict whether binding occurs between them. The epitope is KRWIILGLNK. The TCR CDR3 sequence is CSVEGSSGGSYNEQFF. Result: 0 (the TCR does not bind to the epitope).